This data is from Full USPTO retrosynthesis dataset with 1.9M reactions from patents (1976-2016). The task is: Predict the reactants needed to synthesize the given product. (1) Given the product [CH3:1][O:2][C:3]12[CH2:10][CH2:9][C:6]([CH2:11][OH:12])([CH2:7][CH2:8]1)[CH2:5][CH2:4]2, predict the reactants needed to synthesize it. The reactants are: [CH3:1][O:2][C:3]12[CH2:10][CH2:9][C:6]([C:11](OC)=[O:12])([CH2:7][CH2:8]1)[CH2:5][CH2:4]2. (2) Given the product [Cl:30][C:23]1[C:11]([OH:10])=[C:12]([CH2:24][CH2:25][CH3:26])[C:13]2[O:17][N:16]=[C:15]([C:18]([F:21])([F:20])[F:19])[C:14]=2[CH:22]=1, predict the reactants needed to synthesize it. The reactants are: C(NCC(C)C)C(C)C.[OH:10][C:11]1[CH:23]=[CH:22][C:14]2[C:15]([C:18]([F:21])([F:20])[F:19])=[N:16][O:17][C:13]=2[C:12]=1[CH2:24][CH2:25][CH3:26].S(Cl)([Cl:30])(=O)=O.O1C2C=CC=CC=2C=N1.S(=O)(O)[O-].[Na+]. (3) Given the product [NH2:18][C:15]1[C:14]2[C:9]([O:8][CH2:1][C:2]3[CH:3]=[CH:4][CH:5]=[CH:6][CH:7]=3)=[N:10][CH:11]=[CH:12][C:13]=2[N:17]([C:21]2([CH2:24][C:25]#[N:26])[CH2:22][CH2:23][O:19][CH2:20]2)[N:16]=1, predict the reactants needed to synthesize it. The reactants are: [CH2:1]([O:8][C:9]1[C:14]2[C:15]([NH2:18])=[N:16][NH:17][C:13]=2[CH:12]=[CH:11][N:10]=1)[C:2]1[CH:7]=[CH:6][CH:5]=[CH:4][CH:3]=1.[O:19]1[CH2:23][CH2:22][C:21](=[CH:24][C:25]#[N:26])[CH2:20]1.C1CCN2C(=NCCC2)CC1. (4) Given the product [ClH:33].[CH:30]1[C:31]2[CH:19]([CH2:18][O:17][C:15]([N:12]3[CH2:13][CH2:14][CH:9]([NH:8][NH2:7])[CH2:10][CH2:11]3)=[O:16])[C:20]3[C:25](=[CH:24][CH:23]=[CH:22][CH:21]=3)[C:26]=2[CH:27]=[CH:28][CH:29]=1, predict the reactants needed to synthesize it. The reactants are: CC(C)(OC([NH:7][NH:8][CH:9]1[CH2:14][CH2:13][N:12]([C:15]([O:17][CH2:18][CH:19]2[C:31]3[CH:30]=[CH:29][CH:28]=[CH:27][C:26]=3[C:25]3[C:20]2=[CH:21][CH:22]=[CH:23][CH:24]=3)=[O:16])[CH2:11][CH2:10]1)=O)C.[ClH:33].